From a dataset of Reaction yield outcomes from USPTO patents with 853,638 reactions. Predict the reaction yield, written as a fraction of the theoretical maximum amount of product (1.0 means a 100% yield; for example, 0.34 means a 34% yield). (1) The reactants are [Cl:1][C:2]1[C:3]([CH2:8][NH:9][C:10]([CH:12]2[CH2:22][N:16]3[C:17](=[O:21])[O:18][CH2:19][CH2:20][CH:15]3[CH2:14][CH2:13]2)=O)=[N:4][CH:5]=[CH:6][N:7]=1.P(Cl)(Cl)(Cl)(Cl)Cl.C(Cl)Cl.O. The catalyst is CC#N. The product is [Cl:1][C:2]1[C:3]2[N:4]([C:10]([CH:12]3[CH2:22][N:16]4[C:17](=[O:21])[O:18][CH2:19][CH2:20][CH:15]4[CH2:14][CH2:13]3)=[N:9][CH:8]=2)[CH:5]=[CH:6][N:7]=1. The yield is 0.450. (2) The reactants are [F:1][C:2]1[CH:7]=[CH:6][C:5]([N:8]2[C:16]3[C:11](=[CH:12][C:13]([O:17][C@H:18]([C:22]4[CH:27]=[CH:26][CH:25]=[CH:24][CH:23]=4)[C@H:19]([CH3:21])[NH2:20])=[CH:14][CH:15]=3)[CH:10]=[N:9]2)=[CH:4][CH:3]=1.[CH2:28]([O:30][C:31](=[O:36])[CH2:32][N:33]=[C:34]=[O:35])[CH3:29]. The yield is 0.786. The product is [F:1][C:2]1[CH:3]=[CH:4][C:5]([N:8]2[C:16]3[C:11](=[CH:12][C:13]([O:17][C@H:18]([C:22]4[CH:23]=[CH:24][CH:25]=[CH:26][CH:27]=4)[C@@H:19]([NH:20][C:34]([NH:33][CH2:32][C:31]([O:30][CH2:28][CH3:29])=[O:36])=[O:35])[CH3:21])=[CH:14][CH:15]=3)[CH:10]=[N:9]2)=[CH:6][CH:7]=1. The catalyst is ClCCl. (3) The reactants are [Br:1][C:2]1[CH:7]=[CH:6][C:5]([C:8]2([CH3:38])[N:12]([CH2:13][CH2:14][N:15]3[CH2:20][CH2:19][O:18][CH2:17][CH2:16]3)C(C3C=CC=CC=3)[N:10]([C:27]3[CH:32]=[CH:31][C:30]([C:33]([F:36])([F:35])[F:34])=[CH:29][CH:28]=3)[C:9]2=[O:37])=[CH:4][CH:3]=1.Cl. The catalyst is ClCCl. The product is [Br:1][C:2]1[CH:7]=[CH:6][C:5]([C:8]([NH:12][CH2:13][CH2:14][N:15]2[CH2:20][CH2:19][O:18][CH2:17][CH2:16]2)([CH3:38])[C:9]([NH:10][C:27]2[CH:28]=[CH:29][C:30]([C:33]([F:35])([F:34])[F:36])=[CH:31][CH:32]=2)=[O:37])=[CH:4][CH:3]=1. The yield is 0.270.